From a dataset of Full USPTO retrosynthesis dataset with 1.9M reactions from patents (1976-2016). Predict the reactants needed to synthesize the given product. (1) Given the product [Cl:24][C:21]1[CH:20]=[CH:19][C:18]([C:11]2[C:10]3[CH2:9][NH:8][CH2:17][CH2:16][CH2:15][C:14]=3[N:13]([CH2:29][C:28]3[CH:31]=[CH:32][C:33]([CH3:34])=[C:26]([F:25])[CH:27]=3)[N:12]=2)=[CH:23][CH:22]=1, predict the reactants needed to synthesize it. The reactants are: C(OC([N:8]1[CH2:17][CH2:16][CH2:15][C:14]2[NH:13][N:12]=[C:11]([C:18]3[CH:23]=[CH:22][C:21]([Cl:24])=[CH:20][CH:19]=3)[C:10]=2[CH2:9]1)=O)(C)(C)C.[F:25][C:26]1[CH:27]=[C:28]([CH:31]=[CH:32][C:33]=1[CH3:34])[CH2:29]Br. (2) Given the product [OH:1][C:2]1[C:3]([C:13]([NH:15][CH2:16][C:17]([OH:19])=[O:18])=[O:14])=[C:4]2[C:9](=[CH:10][CH:11]=1)[N:8]=[C:7]([CH3:12])[CH:6]=[N:5]2, predict the reactants needed to synthesize it. The reactants are: [OH:1][C:2]1[C:3]([C:13]([NH:15][CH2:16][C:17]([O:19]CC)=[O:18])=[O:14])=[C:4]2[C:9](=[CH:10][CH:11]=1)[N:8]=[C:7]([CH3:12])[CH:6]=[N:5]2.[OH-].[Na+].